Task: Predict which catalyst facilitates the given reaction.. Dataset: Catalyst prediction with 721,799 reactions and 888 catalyst types from USPTO Reactant: [CH2:1]([O:3][CH:4]1[CH2:9][CH2:8][N:7]([C:10]2[CH:15]=[CH:14][C:13]([N+:16]([O-])=O)=[CH:12][CH:11]=2)[CH2:6][CH2:5]1)[CH3:2].[H][H]. Product: [CH2:1]([O:3][CH:4]1[CH2:9][CH2:8][N:7]([C:10]2[CH:11]=[CH:12][C:13]([NH2:16])=[CH:14][CH:15]=2)[CH2:6][CH2:5]1)[CH3:2]. The catalyst class is: 50.